Predict the reactants needed to synthesize the given product. From a dataset of Full USPTO retrosynthesis dataset with 1.9M reactions from patents (1976-2016). The reactants are: [C:1]([C:3]1[C:4]([N:20]2[CH2:25][CH2:24][N:23](C(OC(C)(C)C)=O)[C@H:22]([CH:33]3[CH2:35][CH2:34]3)[CH2:21]2)=[N:5][C:6]([CH:17]2[CH2:19][CH2:18]2)=[C:7]([C:9]2[N:10]=[N:11][CH:12]=[C:13]([CH:15]=[CH2:16])[CH:14]=2)[CH:8]=1)#[N:2]. Given the product [CH:17]1([C:6]2[C:7]([C:9]3[N:10]=[N:11][CH:12]=[C:13]([CH:15]=[CH2:16])[CH:14]=3)=[CH:8][C:3]([C:1]#[N:2])=[C:4]([N:20]3[CH2:25][CH2:24][NH:23][C@H:22]([CH:33]4[CH2:35][CH2:34]4)[CH2:21]3)[N:5]=2)[CH2:18][CH2:19]1, predict the reactants needed to synthesize it.